This data is from Catalyst prediction with 721,799 reactions and 888 catalyst types from USPTO. The task is: Predict which catalyst facilitates the given reaction. Reactant: [C:1]([O:4][C@@H:5]1[C@@H:10]([O:11][C:12](=[O:14])[CH3:13])[C@H:9]([O:15][C:16](=[O:18])[CH3:17])[C@@H:8]([CH2:19][O:20][C:21](=[O:23])[CH3:22])[O:7][C@H:6]1[O:24][C:25]1[C:29]([CH2:30][C:31]2[CH:36]=[CH:35][C:34]([O:37][CH2:38][CH2:39][CH2:40]N)=[CH:33][C:32]=2[CH3:42])=[C:28]([CH:43]([CH3:45])[CH3:44])[NH:27][N:26]=1)(=[O:3])[CH3:2].[CH2:46]([O:53][C:54]([NH:56][C:57]([N:59]1C=CC=N1)=[NH:58])=[O:55])[C:47]1[CH:52]=[CH:51][CH:50]=[CH:49][CH:48]=1. Product: [C:1]([O:4][C@@H:5]1[C@@H:10]([O:11][C:12](=[O:14])[CH3:13])[C@H:9]([O:15][C:16](=[O:18])[CH3:17])[C@@H:8]([CH2:19][O:20][C:21](=[O:23])[CH3:22])[O:7][C@H:6]1[O:24][C:25]1[C:29]([CH2:30][C:31]2[CH:36]=[CH:35][C:34]([O:37][CH2:38][CH2:39][CH2:40][N:56]([C:54]([O:53][CH2:46][C:47]3[CH:48]=[CH:49][CH:50]=[CH:51][CH:52]=3)=[O:55])[C:57]([NH2:59])=[NH:58])=[CH:33][C:32]=2[CH3:42])=[C:28]([CH:43]([CH3:44])[CH3:45])[NH:27][N:26]=1)(=[O:3])[CH3:2]. The catalyst class is: 7.